Dataset: Catalyst prediction with 721,799 reactions and 888 catalyst types from USPTO. Task: Predict which catalyst facilitates the given reaction. Product: [Br:1][C:2]1[N:3]=[N:4][C:5]([NH:13][CH:9]2[CH2:12][CH2:11][CH2:10]2)=[CH:6][CH:7]=1. Reactant: [Br:1][C:2]1[N:3]=[N:4][C:5](Br)=[CH:6][CH:7]=1.[CH:9]1([NH2:13])[CH2:12][CH2:11][CH2:10]1.CCN(CC)CC. The catalyst class is: 12.